Dataset: Catalyst prediction with 721,799 reactions and 888 catalyst types from USPTO. Task: Predict which catalyst facilitates the given reaction. (1) Reactant: [CH:1]1([NH2:4])[CH2:3][CH2:2]1.C(N(CC)CC)C.Br[CH2:13][C:14]1[CH:19]=[CH:18][CH:17]=[CH:16][C:15]=1[I:20].Cl. Product: [I:20][C:15]1[CH:16]=[CH:17][CH:18]=[CH:19][C:14]=1[CH2:13][NH:4][CH:1]1[CH2:3][CH2:2]1. The catalyst class is: 4. (2) Reactant: [F:1][C:2]([F:35])([F:34])[C:3]1[CH:4]=[C:5]([C:13]2([C:30]([F:33])([F:32])[F:31])[CH2:17][CH2:16][N:15]([C:18]3[N:23]=[C:22]([C:24]([F:27])([F:26])[F:25])[C:21]([CH2:28]O)=[CH:20][CH:19]=3)[CH2:14]2)[CH:6]=[C:7]([C:9]([F:12])([F:11])[F:10])[CH:8]=1.C([N:38](CC)CC)C.CS(Cl)(=O)=O.O.N. Product: [F:1][C:2]([F:35])([F:34])[C:3]1[CH:4]=[C:5]([C:13]2([C:30]([F:33])([F:32])[F:31])[CH2:17][CH2:16][N:15]([C:18]3[N:23]=[C:22]([C:24]([F:27])([F:26])[F:25])[C:21]([CH2:28][NH2:38])=[CH:20][CH:19]=3)[CH2:14]2)[CH:6]=[C:7]([C:9]([F:12])([F:11])[F:10])[CH:8]=1. The catalyst class is: 10. (3) Reactant: OS(O)(=O)=O.[CH3:6][O:7][C:8](=[O:28])[C:9]1[CH:14]=[C:13]([C:15]2[CH:19]=[CH:18][O:17][CH:16]=2)[C:12]([C:20]([F:23])([F:22])[F:21])=[CH:11][C:10]=1[NH:24]C(=O)C. Product: [CH3:6][O:7][C:8](=[O:28])[C:9]1[CH:14]=[C:13]([C:15]2[CH:19]=[CH:18][O:17][CH:16]=2)[C:12]([C:20]([F:22])([F:23])[F:21])=[CH:11][C:10]=1[NH2:24]. The catalyst class is: 5.